From a dataset of Retrosynthesis with 50K atom-mapped reactions and 10 reaction types from USPTO. Predict the reactants needed to synthesize the given product. (1) Given the product C[C@@H](CO)NS(=O)(=O)c1ccccc1[N+](=O)[O-], predict the reactants needed to synthesize it. The reactants are: C[C@H](N)CO.O=[N+]([O-])c1ccccc1S(=O)(=O)Cl. (2) Given the product O=C(OCC(Cl)(Cl)Cl)c1cc(O)cc(O)c1, predict the reactants needed to synthesize it. The reactants are: O=C(O)c1cc(O)cc(O)c1.OCC(Cl)(Cl)Cl. (3) Given the product O=C(Cc1cnccn1)N[C@@H](COCc1ccccc1)C(=O)Nc1ccc(Oc2ccc(F)cc2)cc1, predict the reactants needed to synthesize it. The reactants are: N[C@@H](COCc1ccccc1)C(=O)Nc1ccc(Oc2ccc(F)cc2)cc1.O=C(O)Cc1cnccn1. (4) Given the product Cc1ccc(-c2cc(C(=O)O)cc3c2ncn3CC(C)C)nc1, predict the reactants needed to synthesize it. The reactants are: COC(=O)c1cc(-c2ccc(C)cn2)c2ncn(CC(C)C)c2c1. (5) Given the product COCCOc1ccn2c(-c3ccc4cccc(OCC5CCN(C)C5)c4n3)cnc2c1, predict the reactants needed to synthesize it. The reactants are: CN1CCC(CO)C1.COCCOc1ccn2c(-c3ccc4cccc(O)c4n3)cnc2c1. (6) Given the product C[C@H](NC(=O)c1ccc(C(=O)N2CCC[C@@H]2Cn2ccnc2)c(Cl)c1)c1nc2cc(Cl)ccc2[nH]1, predict the reactants needed to synthesize it. The reactants are: C[C@H](NC(=O)c1ccc(C(=O)O)c(Cl)c1)c1nc2cc(Cl)ccc2[nH]1.c1cn(C[C@H]2CCCN2)cn1.